Dataset: Forward reaction prediction with 1.9M reactions from USPTO patents (1976-2016). Task: Predict the product of the given reaction. (1) Given the reactants [CH:1]1([CH2:4][NH:5][C:6]([C:8]2[CH:13]=[CH:12][C:11](B(O)O)=[CH:10][CH:9]=2)=[O:7])[CH2:3][CH2:2]1.Br[C:18]1[CH:19]=[C:20]([CH:32]=[CH:33][C:34]=1[CH3:35])[C:21]([NH:23][NH:24][C:25]([O:27][C:28]([CH3:31])([CH3:30])[CH3:29])=[O:26])=[O:22].C(=O)(O)[O-].[Na+], predict the reaction product. The product is: [C:28]([O:27][C:25]([NH:24][NH:23][C:21]([C:20]1[CH:19]=[CH:18][C:34]([CH3:35])=[C:33]([C:11]2[CH:12]=[CH:13][C:8]([C:6]([NH:5][CH2:4][CH:1]3[CH2:3][CH2:2]3)=[O:7])=[CH:9][CH:10]=2)[CH:32]=1)=[O:22])=[O:26])([CH3:31])([CH3:30])[CH3:29]. (2) Given the reactants [CH3:1][C:2]1[CH:7]=[C:6]([N+:8]([O-:10])=[O:9])[CH:5]=[CH:4][C:3]=1[N:11]=[C:12]1[NH:16][CH2:15][CH:14]([CH3:17])[S:13]1.[CH3:18][C:19](=[CH2:22])[CH2:20][Br:21], predict the reaction product. The product is: [BrH:21].[CH3:1][C:2]1[CH:7]=[C:6]([N+:8]([O-:10])=[O:9])[CH:5]=[CH:4][C:3]=1[N:11]=[C:12]1[N:16]([CH2:20][C:19]([CH3:22])=[CH2:18])[CH2:15][CH:14]([CH3:17])[S:13]1. (3) Given the reactants [F:1][C:2]1[CH:7]=[C:6]([O:8][CH3:9])[C:5]([O:10][CH3:11])=[CH:4][C:3]=1[CH:12]([O:16][CH3:17])[C:13]([OH:15])=O.[NH2:18][CH2:19][C:20]1[CH:27]=[CH:26][C:23]([C:24]#[N:25])=[CH:22][CH:21]=1, predict the reaction product. The product is: [C:19]([C:20]1[CH:27]=[CH:26][C:23]([CH2:24][NH:25][C:13](=[O:15])[CH:12]([C:3]2[CH:4]=[C:5]([O:10][CH3:11])[C:6]([O:8][CH3:9])=[CH:7][C:2]=2[F:1])[O:16][CH3:17])=[CH:22][CH:21]=1)#[N:18]. (4) Given the reactants [O:1]=[C:2]1[N:6]([C:7]2[CH:12]=[CH:11][C:10]([N:13]3[CH2:18][CH2:17][O:16][CH2:15][C:14]3=[O:19])=[CH:9][CH:8]=2)[CH2:5][C@H:4]([CH2:20][N:21]2C(=O)C3C(=CC=CC=3)C2=O)[O:3]1.CN, predict the reaction product. The product is: [NH2:21][CH2:20][C@@H:4]1[O:3][C:2](=[O:1])[N:6]([C:7]2[CH:12]=[CH:11][C:10]([N:13]3[CH2:18][CH2:17][O:16][CH2:15][C:14]3=[O:19])=[CH:9][CH:8]=2)[CH2:5]1. (5) Given the reactants [CH2:1]([O:3][C:4]([N:6]1[CH2:11][CH2:10][CH:9]([NH:12][S:13]([C:16]2[C:25]3[C:20](=[CH:21][CH:22]=[CH:23][CH:24]=3)[C:19](C(=O)C)=[CH:18][CH:17]=2)(=[O:15])=[O:14])[CH2:8][CH2:7]1)=[O:5])[CH3:2].[CH:29]1(N)[CH2:34][CH2:33][CH2:32][CH2:31][CH2:30]1.[C:36]([BH3-])#[N:37].[Na+].[CH3:40]O, predict the reaction product. The product is: [CH2:1]([O:3][C:4]([N:6]1[CH2:7][CH2:8][CH:9]([NH:12][S:13]([C:16]2[C:25]3[C:20](=[CH:21][CH:22]=[CH:23][CH:24]=3)[C:19]([CH2:40][NH:37][CH2:36][CH:29]3[CH2:34][CH2:33][CH2:32][CH2:31][CH2:30]3)=[CH:18][CH:17]=2)(=[O:14])=[O:15])[CH2:10][CH2:11]1)=[O:5])[CH3:2]. (6) Given the reactants [Br:1]N1C(=O)CCC1=O.C(OOC(=O)C1C=CC=CC=1)(=O)C1C=CC=CC=1.[C:27]([O:30][C@@H:31]1[C@@H:36]([O:37][C:38](=[O:40])[CH3:39])[C@H:35]([O:41][C:42](=[O:44])[CH3:43])[C@@H:34]([CH2:45][O:46][C:47](=[O:49])[CH3:48])[O:33][C@H:32]1[C:50]1[CH:55]=[C:54]([CH3:56])[CH:53]=[CH:52][C:51]=1[O:57][CH2:58][CH3:59])(=[O:29])[CH3:28], predict the reaction product. The product is: [C:27]([O:30][C@@H:31]1[C@@H:36]([O:37][C:38](=[O:40])[CH3:39])[C@H:35]([O:41][C:42](=[O:44])[CH3:43])[C@@H:34]([CH2:45][O:46][C:47](=[O:49])[CH3:48])[O:33][C@H:32]1[C:50]1[CH:55]=[C:54]([CH2:56][Br:1])[CH:53]=[CH:52][C:51]=1[O:57][CH2:58][CH3:59])(=[O:29])[CH3:28]. (7) Given the reactants [F:1][C:2]([F:30])([F:29])[CH2:3][O:4][C:5]1[CH:6]=[C:7]([C:21]2([C:25]([O:27]C)=[O:26])[CH2:24][CH2:23][CH2:22]2)[CH:8]=[C:9]([C:11]2[CH:16]=[CH:15][C:14]([C:17]([F:20])([F:19])[F:18])=[CH:13][CH:12]=2)[CH:10]=1.O.[OH-].[Li+], predict the reaction product. The product is: [F:1][C:2]([F:29])([F:30])[CH2:3][O:4][C:5]1[CH:6]=[C:7]([C:21]2([C:25]([OH:27])=[O:26])[CH2:24][CH2:23][CH2:22]2)[CH:8]=[C:9]([C:11]2[CH:16]=[CH:15][C:14]([C:17]([F:18])([F:19])[F:20])=[CH:13][CH:12]=2)[CH:10]=1. (8) Given the reactants Br[C:2]1[CH:11]=[C:6]([C:7]([O:9][CH3:10])=[O:8])[C:5]([OH:12])=[CH:4][CH:3]=1.[F:13][C:14]([F:26])([F:25])[O:15][C:16]1[CH:21]=[CH:20][C:19](B(O)O)=[CH:18][CH:17]=1.C(=O)([O-])[O-].[K+].[K+].O, predict the reaction product. The product is: [OH:12][C:5]1[CH:4]=[CH:3][C:2]([C:19]2[CH:18]=[CH:17][C:16]([O:15][C:14]([F:13])([F:25])[F:26])=[CH:21][CH:20]=2)=[CH:11][C:6]=1[C:7]([O:9][CH3:10])=[O:8]. (9) The product is: [CH2:13]([O:15][C:16](=[O:32])[C:17]1[CH:22]=[C:21]([C:5]2[C:4]3[C:9](=[CH:10][CH:11]=[C:2]([Br:1])[CH:3]=3)[N:8]=[CH:7][N:6]=2)[CH:20]=[N:19][CH:18]=1)[CH3:14]. Given the reactants [Br:1][C:2]1[CH:3]=[C:4]2[C:9](=[CH:10][CH:11]=1)[N:8]=[CH:7][N:6]=[C:5]2Cl.[CH2:13]([O:15][C:16](=[O:32])[C:17]1[CH:22]=[C:21](B2OC(C)(C)C(C)(C)O2)[CH:20]=[N:19][CH:18]=1)[CH3:14].B(O)O.[O-]P([O-])([O-])=O.[K+].[K+].[K+], predict the reaction product.